This data is from Reaction yield outcomes from USPTO patents with 853,638 reactions. The task is: Predict the reaction yield, written as a fraction of the theoretical maximum amount of product (1.0 means a 100% yield; for example, 0.34 means a 34% yield). (1) The reactants are [C:1]([O:5][C:6](=[O:35])[NH:7][C:8](=[NH:34])[C:9]1[CH:14]=[CH:13][C:12]([CH2:15][NH:16][C:17]([C@H:19]2[N:23]3[C:24](=[O:33])[C:25]([NH:28][S:29]([CH3:32])(=[O:31])=[O:30])=[CH:26][N:27]=[C:22]3[CH2:21][CH2:20]2)=[O:18])=[CH:11][CH:10]=1)([CH3:4])([CH3:3])[CH3:2].C(OC(=O)NC(C1C=CC(CNC([C@H]2N3C(=O)C(N(CC)CC)=CN=C3CC2)=O)=CC=1)=N)(C)(C)C.[F:71][C:72]([F:85])([F:84])[O:73][C:74]1[CH:79]=[CH:78]C(S(Cl)(=O)=O)=[CH:76][CH:75]=1. No catalyst specified. The product is [C:1]([O:5][C:6](=[O:35])[NH:7][C:8](=[NH:34])[C:9]1[CH:14]=[CH:13][C:12]([CH2:15][NH:16][C:17]([C@H:19]2[N:23]3[C:24](=[O:33])[C:25]([NH:28][S:29]([C:32]4[CH:78]=[CH:79][C:74]([O:73][C:72]([F:85])([F:84])[F:71])=[CH:75][CH:76]=4)(=[O:31])=[O:30])=[CH:26][N:27]=[C:22]3[CH2:21][CH2:20]2)=[O:18])=[CH:11][CH:10]=1)([CH3:4])([CH3:2])[CH3:3]. The yield is 0.416. (2) The reactants are Br[CH2:2][C:3]1[CH:8]=[CH:7][C:6]([I:9])=[CH:5][CH:4]=1.[OH:10][C:11]1[C:16]([CH2:17][CH2:18][CH3:19])=[C:15]([OH:20])[CH:14]=[CH:13][C:12]=1[C:21](=[O:23])[CH3:22].C(=O)([O-])[O-].[Cs+].[Cs+].O. The catalyst is CC(C)=O. The product is [OH:10][C:11]1[C:16]([CH2:17][CH2:18][CH3:19])=[C:15]([O:20][CH2:2][C:3]2[CH:8]=[CH:7][C:6]([I:9])=[CH:5][CH:4]=2)[CH:14]=[CH:13][C:12]=1[C:21](=[O:23])[CH3:22]. The yield is 0.520. (3) The reactants are [CH3:1][C:2]1[O:6][C:5]([C:7]2[CH:12]=[CH:11][CH:10]=[CH:9][CH:8]=2)=[N:4][C:3]=1[CH2:13][O:14][C:15]1[CH:20]=[CH:19][C:18]([CH2:21][C:22]([OH:24])=[O:23])=[CH:17][CH:16]=1.O[CH:26]([C:33](=[O:40])[C:34]1[CH:39]=[CH:38][CH:37]=[CH:36][CH:35]=1)[CH2:27][CH2:28][C:29]([O:31][CH3:32])=[O:30].Cl.C(N=C=NCCCN(C)C)C.Cl. The product is [CH3:1][C:2]1[O:6][C:5]([C:7]2[CH:8]=[CH:9][CH:10]=[CH:11][CH:12]=2)=[N:4][C:3]=1[CH2:13][O:14][C:15]1[CH:16]=[CH:17][C:18]([CH2:21][C:22]([O:24][CH:26]([C:33](=[O:40])[C:34]2[CH:35]=[CH:36][CH:37]=[CH:38][CH:39]=2)[CH2:27][CH2:28][C:29]([O:31][CH3:32])=[O:30])=[O:23])=[CH:19][CH:20]=1. The catalyst is CN(C1C=CN=CC=1)C.CN(C)C=O. The yield is 0.880.